This data is from Catalyst prediction with 721,799 reactions and 888 catalyst types from USPTO. The task is: Predict which catalyst facilitates the given reaction. (1) Reactant: C(OC(=O)[NH:7][C@H:8]1[CH2:13][CH2:12][C@H:11]([CH2:14][CH2:15][C:16]#[N:17])[CH2:10][CH2:9]1)(C)(C)C.[F:19][C:20]([F:25])([F:24])[C:21]([OH:23])=[O:22]. Product: [F:19][C:20]([F:25])([F:24])[C:21]([OH:23])=[O:22].[NH2:7][C@H:8]1[CH2:13][CH2:12][C@H:11]([CH2:14][CH2:15][C:16]#[N:17])[CH2:10][CH2:9]1.[C:21]([OH:23])([C:20]([F:25])([F:24])[F:19])=[O:22]. The catalyst class is: 2. (2) Reactant: [CH2:1]([C@@H:8]1[C@@H:16]([O:17][CH2:18][C:19]([CH3:21])=[CH2:20])[C@H:15]([CH3:22])[O:14][C:13](=[O:23])[C@@H:12]([N:24]([C:32]([O:34][C:35]([CH3:38])([CH3:37])[CH3:36])=[O:33])[C:25](=[O:31])[O:26][C:27]([CH3:30])([CH3:29])[CH3:28])[CH2:11][O:10][CH2:9]1)[C:2]1[CH:7]=[CH:6][CH:5]=[CH:4][CH:3]=1.[H][H]. Product: [CH2:1]([C@@H:8]1[C@@H:16]([O:17][CH2:18][CH:19]([CH3:21])[CH3:20])[C@H:15]([CH3:22])[O:14][C:13](=[O:23])[C@@H:12]([N:24]([C:25]([O:26][C:27]([CH3:28])([CH3:29])[CH3:30])=[O:31])[C:32](=[O:33])[O:34][C:35]([CH3:36])([CH3:37])[CH3:38])[CH2:11][O:10][CH2:9]1)[C:2]1[CH:7]=[CH:6][CH:5]=[CH:4][CH:3]=1. The catalyst class is: 99. (3) Reactant: [OH:1][C:2]1[CH:7]=[C:6]([Br:8])[CH:5]=[CH:4][N:3]=1.[H-].[Na+].[CH3:11]I.O. Product: [Br:8][C:6]1[CH:5]=[CH:4][N:3]([CH3:11])[C:2](=[O:1])[CH:7]=1. The catalyst class is: 1. (4) Reactant: [NH2:1][CH2:2][C:3]1([NH:9][C:10]2[CH:11]=[C:12]3[C:16](=[CH:17][CH:18]=2)[NH:15][N:14]=[CH:13]3)[CH2:8][CH2:7][CH2:6][CH2:5][CH2:4]1.[CH2:19]([O:21][C:22](=[O:25])[CH2:23]Br)[CH3:20].CCN(CC)CC. Product: [CH2:19]([O:21][C:22](=[O:25])[CH2:23][NH:1][CH2:2][C:3]1([NH:9][C:10]2[CH:11]=[C:12]3[C:16](=[CH:17][CH:18]=2)[NH:15][N:14]=[CH:13]3)[CH2:4][CH2:5][CH2:6][CH2:7][CH2:8]1)[CH3:20]. The catalyst class is: 1. (5) Reactant: F[C:2]1[N:7]=[CH:6][C:5]([C:8]2[N:12]3[N:13]=[C:14]([C:17]4[CH:18]=[C:19]([C:24]([F:27])([F:26])[F:25])[C:20]([NH2:23])=[N:21][CH:22]=4)[CH:15]=[CH:16][C:11]3=[N:10][CH:9]=2)=[CH:4][CH:3]=1.C(O)(=[O:30])C. The catalyst class is: 6. Product: [NH2:23][C:20]1[N:21]=[CH:22][C:17]([C:14]2[CH:15]=[CH:16][C:11]3[N:12]([C:8]([C:5]4[CH:4]=[CH:3][C:2]([OH:30])=[N:7][CH:6]=4)=[CH:9][N:10]=3)[N:13]=2)=[CH:18][C:19]=1[C:24]([F:27])([F:26])[F:25].